Binary Classification. Given a miRNA mature sequence and a target amino acid sequence, predict their likelihood of interaction. From a dataset of Experimentally validated miRNA-target interactions with 360,000+ pairs, plus equal number of negative samples. The miRNA is mmu-miR-450b-5p with sequence UUUUGCAGUAUGUUCCUGAAUA. The protein sequence of the target gene is MAAVAPAGPGDSASAALDELSLNFTYGAPGAGNGSLSGDWYRRNQIHLFGVLLAILGNLVISISLNIQKYSHLQLAQQEHPRPYFKSVLWWGGVLLMAVGETGNFAAYGFAPITLIAPLGCVSVTGSAIISVTFLKDNLRASDLLGTTLAFAGTYLLVNFAPNITQAISARTVQYYLVGWQFLIYVILEILIFCILLYFYKRKGMKHMVILLTLVAILASLTVISVKAVSGMITFSVMDKMQLTYPIFYIMFIIMIASCVFQVKFLNQATKLYNTTTVVPVNHIFFTISAIIAGIIFYQE.... Result: 0 (no interaction).